The task is: Predict the product of the given reaction.. This data is from Forward reaction prediction with 1.9M reactions from USPTO patents (1976-2016). (1) Given the reactants [CH3:1][C:2]1([CH3:18])[C:6]2[CH:7]=[C:8](B(O)O)[CH:9]=[C:10]([C:11]([CH3:14])([CH3:13])[CH3:12])[C:5]=2[O:4][CH2:3]1.CO.[C:21]1([CH3:27])C=CC=[CH:23][CH:22]=1.C(=O)([O-])[O-:29].[Na+].[Na+], predict the reaction product. The product is: [CH3:1][C:2]1([CH3:18])[C:6]2[CH:7]=[C:8](/[C:21](/[CH3:27])=[CH:22]\[CH2:23][OH:29])[CH:9]=[C:10]([C:11]([CH3:14])([CH3:13])[CH3:12])[C:5]=2[O:4][CH2:3]1. (2) Given the reactants [CH2:1]([N:3]([CH2:18][CH3:19])[C:4]1[CH:9]=[CH:8][C:7]([NH:10][C:11]2[CH:16]=[C:15]([NH2:17])[N:14]=[CH:13][N:12]=2)=[CH:6][CH:5]=1)[CH3:2].[Cl:20][C:21]1[CH:26]=[CH:25][CH:24]=[C:23]([Cl:27])[C:22]=1[N:28]=[C:29]=[O:30], predict the reaction product. The product is: [Cl:20][C:21]1[CH:26]=[CH:25][CH:24]=[C:23]([Cl:27])[C:22]=1[NH:28][C:29]([NH:17][C:15]1[CH:16]=[C:11]([NH:10][C:7]2[CH:6]=[CH:5][C:4]([N:3]([CH2:1][CH3:2])[CH2:18][CH3:19])=[CH:9][CH:8]=2)[N:12]=[CH:13][N:14]=1)=[O:30]. (3) Given the reactants Br[C:2]1[C:7]([N:8]([CH2:23][O:24][CH3:25])[S:9]([C:12]2[CH:17]=[CH:16][C:15]([Cl:18])=[C:14]([C:19]([F:22])([F:21])[F:20])[CH:13]=2)(=[O:11])=[O:10])=[CH:6][C:5]([Cl:26])=[CH:4][N:3]=1.C([Mg]Cl)(C)C.CON(C)[C:35](=[O:48])[C:36]1[CH:41]=[CH:40][N:39]=[C:38]([N:42]2[CH2:47][CH2:46][O:45][CH2:44][CH2:43]2)[CH:37]=1, predict the reaction product. The product is: [Cl:18][C:15]1[CH:16]=[CH:17][C:12]([S:9]([N:8]([C:7]2[C:2]([C:35]([C:36]3[CH:41]=[CH:40][N:39]=[C:38]([N:42]4[CH2:47][CH2:46][O:45][CH2:44][CH2:43]4)[CH:37]=3)=[O:48])=[N:3][CH:4]=[C:5]([Cl:26])[CH:6]=2)[CH2:23][O:24][CH3:25])(=[O:11])=[O:10])=[CH:13][C:14]=1[C:19]([F:22])([F:21])[F:20]. (4) The product is: [C:1]([O:5][C:6](=[O:22])[CH2:7][CH:8]([NH:15][C:16]([O:18][CH2:19][CH:20]=[CH2:21])=[O:17])[CH:9]=[O:10])([CH3:2])([CH3:4])[CH3:3]. Given the reactants [C:1]([O:5][C:6](=[O:22])[CH2:7][CH:8]([NH:15][C:16]([O:18][CH2:19][CH:20]=[CH2:21])=[O:17])[C:9](N(OC)C)=[O:10])([CH3:4])([CH3:3])[CH3:2].[H-].[Al+3].[Li+].[H-].[H-].[H-], predict the reaction product.